This data is from Forward reaction prediction with 1.9M reactions from USPTO patents (1976-2016). The task is: Predict the product of the given reaction. (1) The product is: [NH2:21][C:25]1[CH:8]([CH3:2])[CH2:7][N:6]([C:9]([O:11][C:12]([CH3:13])([CH3:14])[CH3:15])=[O:10])[CH2:5][CH2:4][C:43]=1[C:44]([O:45][CH2:46][CH3:42])=[O:33]. Given the reactants O[C:2]1[CH2:8][CH2:7][N:6]([C:9]([O:11][C:12]([CH3:15])([CH3:14])[CH3:13])=[O:10])[CH2:5][CH2:4]C=1C(OCC)=O.[N:21]([Li])([CH:25](C)C)C(C)C.CN(P(N(C)C)(N(C)C)=[O:33])C.CI.[CH2:42]1[CH2:46][O:45][CH2:44][CH2:43]1, predict the reaction product. (2) Given the reactants FC1C=CC(C(Cl)=O)=CC=1.[Cl:11][C:12]1[CH:13]=[C:14]([CH:16]=[CH:17][C:18]=1[O:19][C:20]1[C:29]2[C:24](=[CH:25][C:26]([O:32][CH3:33])=[C:27]([O:30][CH3:31])[CH:28]=2)[N:23]=[CH:22][CH:21]=1)[NH2:15].[F:34][C:35]1[CH:40]=[CH:39][C:38]([C:41]([N:43]=[C:44]=[S:45])=[O:42])=[CH:37][CH:36]=1, predict the reaction product. The product is: [F:34][C:35]1[CH:36]=[CH:37][C:38]([C:41]([N:43]=[C:44]=[S:45])=[O:42])=[CH:39][CH:40]=1.[Cl:11][C:12]1[CH:13]=[C:14]([NH:15][C:44]([NH:43][C:41](=[O:42])[C:38]2[CH:39]=[CH:40][C:35]([F:34])=[CH:36][CH:37]=2)=[S:45])[CH:16]=[CH:17][C:18]=1[O:19][C:20]1[C:29]2[C:24](=[CH:25][C:26]([O:32][CH3:33])=[C:27]([O:30][CH3:31])[CH:28]=2)[N:23]=[CH:22][CH:21]=1. (3) The product is: [S:8]1[C:3]2[CH:4]=[CH:5][CH:6]=[CH:7][C:2]=2[N:1]=[CH:19]1. Given the reactants [NH2:1][C:2]1[CH:7]=[CH:6][CH:5]=[CH:4][C:3]=1[SH:8].S(S([O-])=O)([O-])(=O)=O.[Na+].[Na+].O.[CH3:19]N(C)C=O, predict the reaction product. (4) Given the reactants [CH:1]1(/[CH:4]=[N:5]/[S:6]([C:8]([CH3:11])([CH3:10])[CH3:9])=[O:7])[CH2:3][CH2:2]1.[F:12][CH:13]([F:23])[S:14]([C:17]1[CH:22]=[CH:21][CH:20]=[CH:19][CH:18]=1)(=[O:16])=[O:15].C[Si]([N-][Si](C)(C)C)(C)C.[Na+].[Na+].[Cl-], predict the reaction product. The product is: [CH:1]1([CH:4]([NH:5][S:6]([C:8]([CH3:11])([CH3:10])[CH3:9])=[O:7])[C:13]([F:12])([F:23])[S:14]([C:17]2[CH:22]=[CH:21][CH:20]=[CH:19][CH:18]=2)(=[O:15])=[O:16])[CH2:2][CH2:3]1. (5) Given the reactants ClN1[C:6](=[O:7])CCC1=O.CO[C:11]1[CH:12]=[C:13]([SH:17])[CH:14]=[CH:15][CH:16]=1.[CH3:18][O:19][C:20]([C:22]1[NH:23][C:24]2[C:29]([CH:30]=1)=[CH:28][CH:27]=[CH:26][CH:25]=2)=[O:21], predict the reaction product. The product is: [CH3:18][O:19][C:20]([C:22]1[N:23]([S:17][C:13]2[CH:12]=[CH:11][CH:16]=[CH:15][CH:14]=2)[C:24]2[C:29]([C:30]=1[O:7][CH3:6])=[CH:28][CH:27]=[CH:26][CH:25]=2)=[O:21]. (6) Given the reactants [CH3:1][O:2][C:3]([C:5]1([C:8]2[CH:13]=[CH:12][C:11]([OH:14])=[CH:10][CH:9]=2)[CH2:7][CH2:6]1)=[O:4].[C:15]([O:19][C:20](=[O:23])[CH:21]=[CH2:22])([CH3:18])([CH3:17])[CH3:16], predict the reaction product. The product is: [CH3:1][O:2][C:3]([C:5]1([C:8]2[CH:9]=[CH:10][C:11]([O:14][CH2:22][CH2:21][C:20]([O:19][C:15]([CH3:18])([CH3:17])[CH3:16])=[O:23])=[CH:12][CH:13]=2)[CH2:6][CH2:7]1)=[O:4]. (7) Given the reactants [CH3:1][N:2]([CH2:10][CH2:11][N:12]([CH3:39])[CH2:13][C:14]1[C:22]2[C:17](=[CH:18][CH:19]=[C:20]([O:23][C:24]3[CH:29]=[CH:28][C:27]([N+:30]([O-])=O)=[CH:26][CH:25]=3)[CH:21]=2)[N:16]([CH:33]2[CH2:38][CH2:37][CH2:36][CH2:35][O:34]2)[N:15]=1)[C:3](=[O:9])[O:4][C:5]([CH3:8])([CH3:7])[CH3:6], predict the reaction product. The product is: [NH2:30][C:27]1[CH:26]=[CH:25][C:24]([O:23][C:20]2[CH:21]=[C:22]3[C:17](=[CH:18][CH:19]=2)[N:16]([CH:33]2[CH2:38][CH2:37][CH2:36][CH2:35][O:34]2)[N:15]=[C:14]3[CH2:13][N:12]([CH3:39])[CH2:11][CH2:10][N:2]([CH3:1])[C:3](=[O:9])[O:4][C:5]([CH3:7])([CH3:8])[CH3:6])=[CH:29][CH:28]=1. (8) Given the reactants [NH2:1][CH:2]([C:6]([NH2:8])=[O:7])[C:3]([NH2:5])=[O:4].O.[C:10]1(C)C=CC(S(O)(=O)=[O:17])=CC=1.C(OCC)(OCC)OCC.[ClH:31], predict the reaction product. The product is: [OH2:4].[OH2:17].[ClH:31].[OH:4][C:3]1[NH:5][CH:10]=[N:1][C:2]=1[C:6]([NH2:8])=[O:7]. (9) Given the reactants [OH:1][C:2]1[CH:10]=[CH:9][CH:8]=[C:7]2[C:3]=1[CH:4]=[CH:5][N:6]2[CH3:11].[N+:12]([C:15]1[CH:16]=[C:17]([CH:20]=[CH:21][CH:22]=1)[CH:18]=O)([O-:14])=[O:13].[C:23](#[N:27])[CH2:24][C:25]#[N:26], predict the reaction product. The product is: [NH2:27][C:23]1[O:1][C:2]2[C:10]([CH:18]([C:17]3[CH:20]=[CH:21][CH:22]=[C:15]([N+:12]([O-:14])=[O:13])[CH:16]=3)[C:24]=1[C:25]#[N:26])=[CH:9][CH:8]=[C:7]1[N:6]([CH3:11])[CH:5]=[CH:4][C:3]=21. (10) Given the reactants Cl[C:2]1[CH:7]=[CH:6][C:5]2=[N:8][C:9]3[C:22]4[CH:21]=[CH:20][CH:19]=[CH:18][C:17]=4[N:16]([CH3:23])[C:15]4[C:10]=3[C:11]([CH:12]=[CH:13][CH:14]=4)=[C:4]2[CH:3]=1.[C:24]([NH2:28])(=[O:27])[CH:25]=[CH2:26], predict the reaction product. The product is: [CH3:23][N:16]1[C:15]2[C:10]3[C:11](=[C:4]4[C:5](=[N:8][C:9]=3[C:22]3[CH:21]=[CH:20][CH:19]=[CH:18][C:17]1=3)[CH:6]=[CH:7][C:2](/[CH:26]=[CH:25]/[C:24]([NH2:28])=[O:27])=[CH:3]4)[CH:12]=[CH:13][CH:14]=2.